Task: Binary Classification. Given a drug SMILES string, predict its activity (active/inactive) in a high-throughput screening assay against a specified biological target.. Dataset: HIV replication inhibition screening data with 41,000+ compounds from the AIDS Antiviral Screen The compound is CCOC(=O)c1ccc(N(CC(=O)O)S(=O)(=O)c2ccc(C)cc2)s1. The result is 0 (inactive).